Task: Predict the reactants needed to synthesize the given product.. Dataset: Retrosynthesis with 50K atom-mapped reactions and 10 reaction types from USPTO (1) Given the product Fc1ccc(Nc2ncnc3cnc(N4CCC(N5CCCC5)CC4)nc23)cc1Cl, predict the reactants needed to synthesize it. The reactants are: C1CCNC1.OC1CCN(c2ncc3ncnc(Nc4ccc(F)c(Cl)c4)c3n2)CC1. (2) Given the product COc1ccc2cnn(CC(C)NC(=O)OCc3ccccc3)c2c1, predict the reactants needed to synthesize it. The reactants are: CC(Cn1ncc2ccc(O)cc21)NC(=O)OCc1ccccc1.CI. (3) Given the product CC(C)(CO)c1cc(-c2nnc(C(C)(C)S(=O)(=O)c3ccc(F)cc3)o2)on1, predict the reactants needed to synthesize it. The reactants are: CC(C)(CO[Si](C)(C)C(C)(C)C)c1cc(-c2nnc(C(C)(C)S(=O)(=O)c3ccc(F)cc3)o2)on1. (4) Given the product CC(C)(C)OC(=O)CNc1ccc2c(NC(=O)CC3CCCCC3)c(Cl)ccc2n1, predict the reactants needed to synthesize it. The reactants are: CC(C)(C)OC(=O)CN.O=C(CC1CCCCC1)Nc1c(Cl)ccc2nc(Cl)ccc12. (5) Given the product COC(=O)c1ccc(-c2cc(C(F)(F)F)cc3[nH]ncc23)c(F)c1, predict the reactants needed to synthesize it. The reactants are: COC(=O)c1ccc(B(O)O)c(F)c1.FC(F)(F)c1cc(Br)c2cn[nH]c2c1.